This data is from Reaction yield outcomes from USPTO patents with 853,638 reactions. The task is: Predict the reaction yield, written as a fraction of the theoretical maximum amount of product (1.0 means a 100% yield; for example, 0.34 means a 34% yield). The reactants are [CH3:1][C:2]([CH3:28])([CH3:27])[C@@H:3]([C:24]([OH:26])=[O:25])[NH:4][C:5]([C:7]1[CH:12]=[CH:11][C:10]([C:13]2[CH:18]=[CH:17][C:16]([O:19][CH3:20])=[CH:15][CH:14]=2)=[CH:9][C:8]=1[N+:21]([O-])=O)=[O:6].[CH2:29](O)C. The catalyst is [Pd]. The product is [NH2:21][C:8]1[CH:9]=[C:10]([C:13]2[CH:18]=[CH:17][C:16]([O:19][CH3:20])=[CH:15][CH:14]=2)[CH:11]=[CH:12][C:7]=1[C:5]([NH:4][C@H:3]([C:24]([O:26][CH3:29])=[O:25])[C:2]([CH3:28])([CH3:27])[CH3:1])=[O:6]. The yield is 0.810.